Dataset: Reaction yield outcomes from USPTO patents with 853,638 reactions. Task: Predict the reaction yield, written as a fraction of the theoretical maximum amount of product (1.0 means a 100% yield; for example, 0.34 means a 34% yield). (1) The yield is 0.900. The catalyst is CCO. The product is [O:16]1[CH:17]=[CH:18][C:14]([C:10]2[CH:11]=[CH:12][CH:13]=[C:2]([CH3:1])[C:3]=2[O:4][CH2:5][C:6]([NH:19][NH2:20])=[O:7])=[CH:15]1. The reactants are [CH3:1][C:2]1[CH:13]=[CH:12][CH:11]=[C:10]([CH:14]2[CH2:18][CH2:17][O:16][CH2:15]2)[C:3]=1[O:4][CH2:5][C:6](OC)=[O:7].[NH2:19][NH2:20]. (2) The reactants are [F:1][C:2]1[CH:3]=[C:4]2[C:8](=[CH:9][CH:10]=1)[NH:7][C:6](=[O:11])[C:5]2=[C:12]1[C:20]2[C:15](=[CH:16][C:17]([CH2:21][CH2:22][CH2:23]OS(C)(=O)=O)=[CH:18][CH:19]=2)[C:14]([CH3:30])([CH3:29])[O:13]1.[CH2:31]([NH:33][CH2:34][CH3:35])[CH3:32]. The catalyst is O1CCOCC1.CCOC(C)=O. The product is [CH2:31]([N:33]([CH2:34][CH3:35])[CH2:23][CH2:22][CH2:21][C:17]1[CH:16]=[C:15]2[C:20](=[CH:19][CH:18]=1)[C:12](=[C:5]1[C:4]3[C:8](=[CH:9][CH:10]=[C:2]([F:1])[CH:3]=3)[NH:7][C:6]1=[O:11])[O:13][C:14]2([CH3:29])[CH3:30])[CH3:32]. The yield is 0.540. (3) The reactants are [CH3:1][O:2][C:3]1[CH:4]=[C:5]([C:12]#[C:13][CH2:14][N:15]2[CH2:20][CH2:19][CH2:18][CH2:17][CH2:16]2)[CH:6]=[CH:7][C:8]=1[N+:9]([O-])=O. The catalyst is CCOC(C)=O.CO. The product is [CH3:1][O:2][C:3]1[CH:4]=[C:5]([CH2:12][CH2:13][CH2:14][N:15]2[CH2:20][CH2:19][CH2:18][CH2:17][CH2:16]2)[CH:6]=[CH:7][C:8]=1[NH2:9]. The yield is 0.600.